Dataset: Reaction yield outcomes from USPTO patents with 853,638 reactions. Task: Predict the reaction yield, written as a fraction of the theoretical maximum amount of product (1.0 means a 100% yield; for example, 0.34 means a 34% yield). (1) The reactants are [F:1][C:2]1[CH:19]=[C:18]([N+:20]([O-:22])=[O:21])[CH:17]=[CH:16][C:3]=1[CH2:4][N:5]1C(=O)C2C(=CC=CC=2)C1=O.O.NN.C(=O)(O)[O-].[K+]. The catalyst is O1CCCC1. The product is [F:1][C:2]1[CH:19]=[C:18]([N+:20]([O-:22])=[O:21])[CH:17]=[CH:16][C:3]=1[CH2:4][NH2:5]. The yield is 0.410. (2) The reactants are COC1C=CC(C[N:8]2[CH:17]=[C:16]3[C:10]([CH:11]([CH3:31])[O:12][C:13]([CH3:30])([CH3:29])[C:14]4[S:20][C:19]([NH:21][C:22]5[N:27]=[C:26]([CH3:28])[CH:25]=[CH:24][N:23]=5)=[N:18][C:15]=43)=[N:9]2)=CC=1. The catalyst is C(O)(C(F)(F)F)=O. The product is [CH3:28][C:26]1[CH:25]=[CH:24][N:23]=[C:22]([NH:21][C:19]2[S:20][C:14]3[C:13]([CH3:29])([CH3:30])[O:12][CH:11]([CH3:31])[C:10]4[C:16](=[CH:17][NH:8][N:9]=4)[C:15]=3[N:18]=2)[N:27]=1. The yield is 0.200. (3) The reactants are Br[C:2]1[CH:3]=[N:4][CH:5]=[C:6]([Br:8])[CH:7]=1.[NH:9]1[CH2:13][CH2:12][CH2:11][C:10]1=[O:14].C([O-])([O-])=O.[K+].[K+].O1CCOCC1. The catalyst is [Cu]I.CN(C)CCN(C)C.O. The product is [Br:8][C:6]1[CH:7]=[C:2]([N:9]2[CH2:13][CH2:12][CH2:11][C:10]2=[O:14])[CH:3]=[N:4][CH:5]=1. The yield is 0.470. (4) The reactants are C[O:2][C:3](=[O:32])[C:4]1[CH:9]=[CH:8][C:7]([C:10]2[N:18]=[CH:17][N:16]=[C:15]3[C:11]=2[N:12]=[CH:13][N:14]3[C:19]2[CH:24]=[C:23]([C:25](=[O:30])[NH:26][CH:27]3[CH2:29][CH2:28]3)[CH:22]=[CH:21][C:20]=2[CH3:31])=[CH:6][CH:5]=1.[OH-].[Na+].Cl. The catalyst is O1CCCC1.CO.O. The product is [CH:27]1([NH:26][C:25]([C:23]2[CH:22]=[CH:21][C:20]([CH3:31])=[C:19]([N:14]3[CH:13]=[N:12][C:11]4[C:15]3=[N:16][CH:17]=[N:18][C:10]=4[C:7]3[CH:6]=[CH:5][C:4]([C:3]([OH:32])=[O:2])=[CH:9][CH:8]=3)[CH:24]=2)=[O:30])[CH2:29][CH2:28]1. The yield is 0.800. (5) The reactants are Cl[C:2]1[N:7]2[N:8]=[C:9]([CH3:11])[CH:10]=[C:6]2[N:5]=[C:4]([NH:12][C:13]([CH:15]2[CH2:17][CH:16]2[C:18]2[CH:23]=[CH:22][CH:21]=[CH:20][CH:19]=2)=[O:14])[CH:3]=1.[NH:24]1[CH2:29][CH2:28][CH:27]([NH:30][C:31](=[O:33])[CH3:32])[CH2:26][CH2:25]1. The catalyst is CN1C(=O)CCC1.CS(C)=O.CO. The product is [C:31]([NH:30][CH:27]1[CH2:28][CH2:29][N:24]([C:2]2[N:7]3[N:8]=[C:9]([CH3:11])[CH:10]=[C:6]3[N:5]=[C:4]([NH:12][C:13]([CH:15]3[CH2:17][CH:16]3[C:18]3[CH:23]=[CH:22][CH:21]=[CH:20][CH:19]=3)=[O:14])[CH:3]=2)[CH2:25][CH2:26]1)(=[O:33])[CH3:32]. The yield is 0.270.